From a dataset of Forward reaction prediction with 1.9M reactions from USPTO patents (1976-2016). Predict the product of the given reaction. Given the reactants [NH:1]1[CH2:6][CH2:5][CH:4]([NH:7][C:8](=[O:14])[O:9][C:10]([CH3:13])([CH3:12])[CH3:11])[CH2:3][CH2:2]1.Br[C:16]1[S:17][C:18]([C:21]([O:23][CH3:24])=[O:22])=[CH:19][N:20]=1.C(N(C(C)C)CC)(C)C, predict the reaction product. The product is: [C:10]([O:9][C:8]([NH:7][CH:4]1[CH2:3][CH2:2][N:1]([C:16]2[S:17][C:18]([C:21]([O:23][CH3:24])=[O:22])=[CH:19][N:20]=2)[CH2:6][CH2:5]1)=[O:14])([CH3:11])([CH3:13])[CH3:12].